Predict the reaction yield, written as a fraction of the theoretical maximum amount of product (1.0 means a 100% yield; for example, 0.34 means a 34% yield). From a dataset of Reaction yield outcomes from USPTO patents with 853,638 reactions. (1) The reactants are [Br:1][C:2]1[C:3]([OH:17])=[CH:4][C:5]2[C:6]([CH3:16])([CH3:15])[CH2:7][CH:8]=[C:9]([CH:12]([CH3:14])[CH3:13])[C:10]=2[CH:11]=1.[C:18]([C:22]1[CH:23]=[C:24]([CH:27]=[C:28]([C:30]([CH3:33])([CH3:32])[CH3:31])[CH:29]=1)[CH2:25]Br)([CH3:21])([CH3:20])[CH3:19]. No catalyst specified. The product is [Br:1][C:2]1[CH:11]=[C:10]2[C:5](=[CH:4][C:3]=1[O:17][CH2:25][C:24]1[CH:23]=[C:22]([C:18]([CH3:20])([CH3:19])[CH3:21])[CH:29]=[C:28]([C:30]([CH3:33])([CH3:32])[CH3:31])[CH:27]=1)[C:6]([CH3:15])([CH3:16])[CH2:7][CH:8]=[C:9]2[CH:12]([CH3:13])[CH3:14]. The yield is 0.720. (2) The reactants are C([O:3][C:4]([C:6]1[C:7]([C:12]2[CH:17]=[CH:16][C:15]([F:18])=[CH:14][N:13]=2)=[N:8][O:9][C:10]=1[CH3:11])=O)C.O.[OH-].[Na+]. The catalyst is C1COCC1. The product is [F:18][C:15]1[CH:16]=[CH:17][C:12]([C:7]2[C:6]([CH2:4][OH:3])=[C:10]([CH3:11])[O:9][N:8]=2)=[N:13][CH:14]=1. The yield is 0.710. (3) The reactants are [Cl-].[CH:2]1([NH:5][C:6](=[O:11])[CH2:7][CH2:8][NH2+:9][CH3:10])[CH2:4][CH2:3]1.[CH3:12][N:13]1[C:25]2[CH2:24][CH2:23][CH:22]([CH:26]3[CH2:31][CH2:30][O:29][CH2:28][CH2:27]3)[CH2:21][C:20]=2[C:19]2[C:14]1=[CH:15][CH:16]=[C:17]([C:32]([OH:34])=O)[CH:18]=2.CCN(C(C)C)C(C)C.CN(C(ON1N=NC2C=CC=NC1=2)=[N+](C)C)C.F[P-](F)(F)(F)(F)F. The catalyst is CN(C=O)C. The product is [CH:2]1([NH:5][C:6](=[O:11])[CH2:7][CH2:8][N:9]([CH3:10])[C:32]([C:17]2[CH:18]=[C:19]3[C:14](=[CH:15][CH:16]=2)[N:13]([CH3:12])[C:25]2[CH2:24][CH2:23][CH:22]([CH:26]4[CH2:31][CH2:30][O:29][CH2:28][CH2:27]4)[CH2:21][C:20]3=2)=[O:34])[CH2:4][CH2:3]1. The yield is 0.0340. (4) The reactants are [Cl:1][C:2]1[CH:8]=[CH:7][CH:6]=[CH:5][C:3]=1[NH2:4].[CH2:9]([O:16][C:17]1[C:18]([F:28])=[C:19]([F:27])[C:20](F)=[C:21]([CH:25]=1)[C:22]([OH:24])=[O:23])[C:10]1[CH:15]=[CH:14][CH:13]=[CH:12][CH:11]=1.[Li+].C[Si]([N-][Si](C)(C)C)(C)C. The catalyst is C1COCC1. The product is [CH2:9]([O:16][C:17]1[C:18]([F:28])=[C:19]([F:27])[C:20]([NH:4][C:3]2[CH:5]=[CH:6][CH:7]=[CH:8][C:2]=2[Cl:1])=[C:21]([CH:25]=1)[C:22]([OH:24])=[O:23])[C:10]1[CH:11]=[CH:12][CH:13]=[CH:14][CH:15]=1. The yield is 0.891. (5) The reactants are [Cl:1][C:2]1[C:11]([N+:12]([O-])=O)=[C:10]([NH:15][CH2:16][CH2:17][O:18][CH2:19][CH2:20][O:21][CH2:22][CH2:23][O:24][CH2:25][CH2:26][P:27](=[O:34])([O:31][CH2:32][CH3:33])[O:28][CH2:29][CH3:30])[C:9]2[C:4](=[CH:5][CH:6]=[CH:7][CH:8]=2)[N:3]=1.[O-]S([O-])(=O)=O.[Mg+2]. The catalyst is CCOC(C)=O. The product is [NH2:12][C:11]1[C:2]([Cl:1])=[N:3][C:4]2[C:9]([C:10]=1[NH:15][CH2:16][CH2:17][O:18][CH2:19][CH2:20][O:21][CH2:22][CH2:23][O:24][CH2:25][CH2:26][P:27](=[O:34])([O:28][CH2:29][CH3:30])[O:31][CH2:32][CH3:33])=[CH:8][CH:7]=[CH:6][CH:5]=2. The yield is 0.970. (6) The reactants are C(Cl)(=O)C(Cl)=O.CS(C)=O.[F:11][C:12]([F:22])([F:21])[C@H:13]1[CH2:18][CH2:17][C@H:16]([CH2:19][OH:20])[CH2:15][CH2:14]1.C(N(CC)CC)C. The catalyst is C(Cl)Cl. The product is [F:11][C:12]([F:21])([F:22])[C@H:13]1[CH2:14][CH2:15][C@H:16]([CH:19]=[O:20])[CH2:17][CH2:18]1. The yield is 0.750. (7) The reactants are [C:1]([OH:4])(=[O:3])C.[CH3:5]O.[Cl:7][C:8]1[CH:9]=[C:10]([CH:15]=[C:16]([N+:18]([O-])=O)[CH:17]=1)[C:11]([O:13][CH3:14])=[O:12].C(=O)(O)[O-].[Na+].O1[CH2:30][CH2:29][CH2:28]C1. The catalyst is CN(C)C1C=CN=CC=1.[Zn]. The product is [C:29]([O:4][C:1]([NH:18][C:16]1[CH:15]=[C:10]([CH:9]=[C:8]([Cl:7])[CH:17]=1)[C:11]([O:13][CH3:14])=[O:12])=[O:3])([CH3:28])([CH3:30])[CH3:5]. The yield is 0.410. (8) The reactants are [CH3:1][CH:2]([CH3:14])[CH2:3][C:4]#[C:5][C:6]1[CH:11]=[CH:10][N:9]=[C:8]([S:12][CH3:13])[N:7]=1.N12CCCN=C1CCCCC2.[I-].[NH2:27][N+:28]1[CH:33]=[CH:32][CH:31]=[CH:30][CH:29]=1.O. The catalyst is C(#N)C. The product is [CH2:3]([C:4]1[C:5]([C:6]2[CH:11]=[CH:10][N:9]=[C:8]([S:12][CH3:13])[N:7]=2)=[C:29]2[CH:30]=[CH:31][CH:32]=[CH:33][N:28]2[N:27]=1)[CH:2]([CH3:14])[CH3:1]. The yield is 0.560. (9) The reactants are [Cl:1][C:2]1[N:7]=[C:6]([C:8]2[S:12][C:11]([CH:13]([CH3:15])[CH3:14])=[N:10][C:9]=2[C:16]2[CH:17]=[C:18]([NH2:22])[CH:19]=[CH:20][CH:21]=2)[CH:5]=[CH:4][N:3]=1.N1C=CC=CC=1.[F:29][C:30]1[CH:35]=[CH:34][CH:33]=[CH:32][C:31]=1[S:36](Cl)(=[O:38])=[O:37]. The catalyst is C(Cl)Cl. The product is [Cl:1][C:2]1[N:7]=[C:6]([C:8]2[S:12][C:11]([CH:13]([CH3:15])[CH3:14])=[N:10][C:9]=2[C:16]2[CH:17]=[C:18]([NH:22][S:36]([C:31]3[CH:32]=[CH:33][CH:34]=[CH:35][C:30]=3[F:29])(=[O:38])=[O:37])[CH:19]=[CH:20][CH:21]=2)[CH:5]=[CH:4][N:3]=1. The yield is 0.940.